The task is: Regression. Given two drug SMILES strings and cell line genomic features, predict the synergy score measuring deviation from expected non-interaction effect.. This data is from NCI-60 drug combinations with 297,098 pairs across 59 cell lines. (1) Drug 1: CC1=C(C=C(C=C1)C(=O)NC2=CC(=CC(=C2)C(F)(F)F)N3C=C(N=C3)C)NC4=NC=CC(=N4)C5=CN=CC=C5. Drug 2: CC1CCC2CC(C(=CC=CC=CC(CC(C(=O)C(C(C(=CC(C(=O)CC(OC(=O)C3CCCCN3C(=O)C(=O)C1(O2)O)C(C)CC4CCC(C(C4)OC)O)C)C)O)OC)C)C)C)OC. Cell line: T-47D. Synergy scores: CSS=-13.0, Synergy_ZIP=10.4, Synergy_Bliss=2.39, Synergy_Loewe=-13.1, Synergy_HSA=-14.3. (2) Drug 1: CC1=C(C=C(C=C1)NC2=NC=CC(=N2)N(C)C3=CC4=NN(C(=C4C=C3)C)C)S(=O)(=O)N.Cl. Drug 2: C1=NC2=C(N1)C(=S)N=CN2. Cell line: 786-0. Synergy scores: CSS=-0.376, Synergy_ZIP=-13.1, Synergy_Bliss=-29.4, Synergy_Loewe=-67.5, Synergy_HSA=-30.2. (3) Drug 1: CC(C)NC(=O)C1=CC=C(C=C1)CNNC.Cl. Drug 2: CC1=C(C(=O)C2=C(C1=O)N3CC4C(C3(C2COC(=O)N)OC)N4)N. Cell line: NCI-H522. Synergy scores: CSS=29.4, Synergy_ZIP=-7.06, Synergy_Bliss=-4.96, Synergy_Loewe=-46.5, Synergy_HSA=-4.86. (4) Drug 1: CNC(=O)C1=CC=CC=C1SC2=CC3=C(C=C2)C(=NN3)C=CC4=CC=CC=N4. Drug 2: C1CC(C1)(C(=O)O)C(=O)O.[NH2-].[NH2-].[Pt+2]. Cell line: MDA-MB-231. Synergy scores: CSS=12.6, Synergy_ZIP=1.77, Synergy_Bliss=2.08, Synergy_Loewe=-0.905, Synergy_HSA=-0.981. (5) Drug 1: CS(=O)(=O)OCCCCOS(=O)(=O)C. Drug 2: COCCOC1=C(C=C2C(=C1)C(=NC=N2)NC3=CC=CC(=C3)C#C)OCCOC.Cl. Cell line: HOP-92. Synergy scores: CSS=9.42, Synergy_ZIP=-3.50, Synergy_Bliss=-1.93, Synergy_Loewe=-8.45, Synergy_HSA=-1.53. (6) Cell line: HCC-2998. Drug 1: C1CC(C1)(C(=O)O)C(=O)O.[NH2-].[NH2-].[Pt+2]. Drug 2: C#CCC(CC1=CN=C2C(=N1)C(=NC(=N2)N)N)C3=CC=C(C=C3)C(=O)NC(CCC(=O)O)C(=O)O. Synergy scores: CSS=43.1, Synergy_ZIP=-1.37, Synergy_Bliss=-5.44, Synergy_Loewe=-4.85, Synergy_HSA=-3.10.